This data is from Drug-target binding data from BindingDB using IC50 measurements. The task is: Regression. Given a target protein amino acid sequence and a drug SMILES string, predict the binding affinity score between them. We predict pIC50 (pIC50 = -log10(IC50 in M); higher means more potent). Dataset: bindingdb_ic50. (1) The drug is CC(C)Cc1c(C(=O)C(N)=O)c2c(OCC(=O)O)cccc2n1Cc1ccccc1. The target protein (Q9UNK4) has sequence MELALLCGLVVMAGVIPIQGGILNLNKMVKQVTGKMPILSYWPYGCHCGLGGRGQPKDATDWCCQTHDCCYDHLKTQGCSIYKDYYRYNFSQGNIHCSDKGSWCEQQLCACDKEVAFCLKRNLDTYQKRLRFYWRPHCRGQTPGC. The pIC50 is 6.3. (2) The compound is C=CC(=O)Nc1cccc(Nc2nc(Nc3ccc(NC4CN(C(=O)OC(C)(C)C)C4)cc3OC)ncc2C(F)(F)F)c1. The target protein sequence is MRRRHIVRKRTLRRLLQERELVEPLTPSGEAPNQALLRILKETEFKKIKVLGSGAFGTVYKGLWIPEGEKVKIPVAIKELREATSPKANKEILDEAYVMASVDNPHVCRLLGICLTSTVQLITQLMPFGCLLDYVREHKDNIGSQYLLNWCVQIAKGMNYLEDRRLVHRDLAARNVLVKTPQHVKITDFGLAKLLGAEEKEYHAEGGKVPIKWMALESILHRIYTHQSDVWSYGVTVWELMTFGSKPYDGIPASEISSILEKGERLPQPPICTIDVYMIMVKCWMIDADSRPKFRELIIEFSKMARDPQRYLVIQGDERMHLPSPTDSNFYRALMDEEDMDDVVDADEYLIPQQGFFSSPSTSRTPLLSSLSATSNNSTVACIDRNGLQSCPIKEDSFLQRYSSDPTGALTEDSIDDTFLPVPEYINQSVPKRPAGSVQNPVYHNQPLNPAPSRDPHYQDPHSTAVGNPEYLNTVQPTCVNSTFDSPAHWAQKGSHQISL.... The pIC50 is 6.7. (3) The compound is O=C1NC(=O)C2(N1)C(=O)N(Cc1ccc(Cl)c(Cl)c1)c1ncc(Br)cc12. The target protein (P52500) has sequence MDPNNCSHLNLEVDPFLSCNNTFNQTLNPPKMDNWFHPGIIYVIPAVYGLIIVIGLIGNITLIKIFCTVKSMRNVPNLFISSLALGDLLLLVTCAPVDASKYLADRWLFGRIGCKLIPFIQLTSVGVSVFTLTALSADRYKAIVRPMDIQASHALMKICLKAALIWIVSMLLAIPEAVFSDLHPFHVKDTNQTFISCAPYPHSNELHPKIHSMASFLVFYIIPLSIISVYYYFIARNLIQSAYNLPVEGNIHVKKQIESRKRLAKTVLVFVGLFAFCWLPNHVIYLYRSYHYSEVDTSMLHFITSICARLLAFTNSCVNPFALYLLSKSFRKQFNTQLLCCQPSLLNRSHSTGRSTTCMTSFKSTNPSATFSLINGNICHEGYV. The pIC50 is 5.8. (4) The drug is O=C(O)c1ccc(Nc2ncc3c(n2)-c2ccc(Cl)cc2C(c2c(F)cccc2F)=NC3)cc1. The target protein (O70126) has sequence MAQKENAYPWPYGSKTSQSGLNTLSQRVLRKEPATTSALALVNRFNSQSTAAPGQKLAENKSQGSTASQGSQNKQPFTIDNFEIGRPLGKGKFGNVYLAREKKSRFIVALKILFKSQIEKEGVEHQLRREIEIQAHLKHPNILQLYNYFYDQQRIYLILEYAPRGELYKELQKSRTFDEQRTATIMEELSDALTYCHKKKVIHRDIKPENLLLGLQGELKIADFGWSVHAPSLRRKTMCGTLDYLPPEMIEGRMHNEMVDLWCIGVLCYELMVGNPPFESPSHSETYRRIVKVDLKFPSSVPSGAQDLISKLLKHNPWQRLPLAEVAAHPWVRANSRRVLPPSAL. The pIC50 is 6.8. (5) The target protein (Q03330) has sequence MVTKHQIEEDHLDGATTDPEVKRVKLENNVEEIQPEQAETNKQEGTDKENKGKFEKETERIGGSEVVTDVEKGIVKFEFDGVEYTFKERPSVVEENEGKIEFRVVNNDNTKENMMVLTGLKNIFQKQLPKMPKEYIARLVYDRSHLSMAVIRKPLTVVGGITYRPFDKREFAEIVFCAISSTEQVRGYGAHLMNHLKDYVRNTSNIKYFLTYADNYAIGYFKKQGFTKEITLDKSIWMGYIKDYEGGTLMQCSMLPRIRYLDAGKILLLQEAALRRKIRTISKSHIVRPGLEQFKDLNNIKPIDPMTIPGLKEAGWTPEMDALAQRPKRGPHDAAIQNILTELQNHAAAWPFLQPVNKEEVPDYYDFIKEPMDLSTMEIKLESNKYQKMEDFIYDARLVFNNCRMYNGENTSYYKYANRLEKFFNNKVKEIPEYSHLID. The compound is CCOc1ccc(Nc2nc(-c3ccc(C)cc3)[n+](Cc3ccc([N+](=O)[O-])cc3)s2)cc1.[Br-]. The pIC50 is 5.2. (6) The drug is COc1cc(C[C@@H](OC(=O)/C=C/c2ccc(O)c(O)c2)C(=O)O)ccc1O. The target protein (P33436) has sequence MEARLVWGVLVGPLRVLCVLCCLLGHAIAAPSPIIKFPGDVSPKTDKELAVQYLNTFYGCPKESCNLFVLKDTLKKMQKFFGLPQTGDLDQNTIETMRKPRCGNPDVANYNFFPRKPKWDKNQITYRIIGYTPDLDPETVDDAFARALKVWSDVTPLRFSRIHDGEADIMINFGRWEHGDGYPFDGKDGLLAHAFAPGTGVGGDSHFDDDELWTLGEGQVVRVKYGNADGEYCKFPFLFNGREYSSCTDTGRSDGFLWCSTTYNFEKDGKYGFCPHEALFTMGGNGDGQPCKFPFRFQGTSYNSCTTEGRTDGYRWCGTTEDYDRDKKYGFCPETAMSTVGGNSEGAPCVFPFTFLGNKYESCTSAGRSDGKVWCATTTNYDDDRKWGFCPDQGYSLFLVAAHEFGHAMGLEHSQDPGALMAPIYTYTKNFRLSNDDIKGIQELYGPSPDADTDTGTGPTPTLGPVTPEICKQDIVFDGIAQIRGEIFFFKDRFIWRTVT.... The pIC50 is 4.0.